This data is from hERG Central: cardiac toxicity at 1µM, 10µM, and general inhibition. The task is: Predict hERG channel inhibition at various concentrations. (1) The drug is Cc1cccc(-n2c(N)c(C(=O)NCCN3CCOCC3)c3nc4ccccc4nc32)c1. Results: hERG_inhib (hERG inhibition (general)): blocker. (2) The drug is CCOC(=O)c1cnc2ccccc2c1NCCc1ccc(OC)c(OC)c1. Results: hERG_inhib (hERG inhibition (general)): blocker. (3) The compound is O=C(Nc1cccc(-c2cccc(F)c2)c1)C1CCN(Cc2ccco2)CC1. Results: hERG_inhib (hERG inhibition (general)): blocker. (4) The drug is O=C(NCc1cccc(C(F)(F)F)c1)C1CC2Cn3c(nc4ccccc43)C2N1Cc1ccccc1. Results: hERG_inhib (hERG inhibition (general)): blocker. (5) The drug is N#CC1(CCCN2CCCCC2)c2ccccc2CCc2ccccc21.O=C(O)C(=O)O. Results: hERG_inhib (hERG inhibition (general)): blocker.